From a dataset of NCI-60 drug combinations with 297,098 pairs across 59 cell lines. Regression. Given two drug SMILES strings and cell line genomic features, predict the synergy score measuring deviation from expected non-interaction effect. (1) Drug 1: CC1=C2C(C(=O)C3(C(CC4C(C3C(C(C2(C)C)(CC1OC(=O)C(C(C5=CC=CC=C5)NC(=O)OC(C)(C)C)O)O)OC(=O)C6=CC=CC=C6)(CO4)OC(=O)C)OC)C)OC. Drug 2: CC1C(C(CC(O1)OC2CC(CC3=C2C(=C4C(=C3O)C(=O)C5=C(C4=O)C(=CC=C5)OC)O)(C(=O)C)O)N)O.Cl. Cell line: OVCAR-5. Synergy scores: CSS=51.6, Synergy_ZIP=2.14, Synergy_Bliss=1.25, Synergy_Loewe=-7.50, Synergy_HSA=2.86. (2) Cell line: SK-MEL-5. Drug 2: C1CCC(C(C1)N)N.C(=O)(C(=O)[O-])[O-].[Pt+4]. Drug 1: CC12CCC3C(C1CCC2=O)CC(=C)C4=CC(=O)C=CC34C. Synergy scores: CSS=27.8, Synergy_ZIP=-2.60, Synergy_Bliss=-8.82, Synergy_Loewe=-10.4, Synergy_HSA=-7.49. (3) Drug 1: C1CCN(CC1)CCOC2=CC=C(C=C2)C(=O)C3=C(SC4=C3C=CC(=C4)O)C5=CC=C(C=C5)O. Drug 2: CC1C(C(CC(O1)OC2CC(CC3=C2C(=C4C(=C3O)C(=O)C5=C(C4=O)C(=CC=C5)OC)O)(C(=O)CO)O)N)O.Cl. Cell line: NCIH23. Synergy scores: CSS=47.1, Synergy_ZIP=3.52, Synergy_Bliss=4.20, Synergy_Loewe=2.93, Synergy_HSA=3.56.